From a dataset of Peptide-MHC class II binding affinity with 134,281 pairs from IEDB. Regression. Given a peptide amino acid sequence and an MHC pseudo amino acid sequence, predict their binding affinity value. This is MHC class II binding data. The peptide sequence is HPQQFIYAGSLSALL. The MHC is DRB3_0101 with pseudo-sequence DRB3_0101. The binding affinity (normalized) is 0.555.